Dataset: Forward reaction prediction with 1.9M reactions from USPTO patents (1976-2016). Task: Predict the product of the given reaction. (1) The product is: [CH3:1][O:2][C:3]1[CH:19]=[CH:18][C:6]([CH2:7][N:8]2[CH2:13][CH2:12][CH2:11][C@H:10]([CH3:14])[C@@H:9]2[CH2:15][NH2:17])=[CH:5][CH:4]=1. Given the reactants [CH3:1][O:2][C:3]1[CH:19]=[CH:18][C:6]([CH2:7][N:8]2[CH2:13][CH2:12][CH2:11][C@H:10]([CH3:14])[C@@H:9]2[C:15]([NH2:17])=O)=[CH:5][CH:4]=1.[H-].[H-].[H-].[H-].[Li+].[Al+3], predict the reaction product. (2) Given the reactants [CH3:1][C:2]([CH3:46])([CH2:42][CH2:43][CH2:44][CH3:45])[C:3]([NH:5][CH2:6][CH:7]1[O:11][C:10]([CH3:13])([CH3:12])[N:9]([C:14]([O:16][C:17]([CH3:20])([CH3:19])[CH3:18])=[O:15])[C@H:8]1[CH2:21][C@H:22]([CH:26]([C:28]1[CH:33]=[CH:32][C:31]([CH2:34][CH3:35])=[C:30]([O:36][CH2:37][CH2:38][CH2:39][O:40][CH3:41])[CH:29]=1)[OH:27])[CH:23]([CH3:25])[CH3:24])=[O:4].[C:47](OC(=O)C)(=[O:49])[CH3:48].N1C=CC=CC=1, predict the reaction product. The product is: [CH3:46][C:2]([CH3:1])([CH2:42][CH2:43][CH2:44][CH3:45])[C:3]([NH:5][CH2:6][CH:7]1[O:11][C:10]([CH3:12])([CH3:13])[N:9]([C:14]([O:16][C:17]([CH3:18])([CH3:19])[CH3:20])=[O:15])[C@H:8]1[CH2:21][C@H:22]([CH:26]([C:28]1[CH:33]=[CH:32][C:31]([CH2:34][CH3:35])=[C:30]([O:36][CH2:37][CH2:38][CH2:39][O:40][CH3:41])[CH:29]=1)[O:27][C:47](=[O:49])[CH3:48])[CH:23]([CH3:25])[CH3:24])=[O:4]. (3) Given the reactants [F:1][C:2]([F:7])([F:6])[CH:3]([NH2:5])[CH3:4].Cl[C:9]1[C:14]([C:15]([F:18])([F:17])[F:16])=[CH:13][N:12]=[C:11]([NH:19][C:20]2[CH:21]=[C:22]([N:26]3[CH2:30][CH2:29][CH2:28][C:27]3=[O:31])[CH:23]=[CH:24][CH:25]=2)[N:10]=1, predict the reaction product. The product is: [F:18][C:15]([F:16])([F:17])[C:14]1[C:9]([NH:5][CH:3]([CH3:4])[C:2]([F:7])([F:6])[F:1])=[N:10][C:11]([NH:19][C:20]2[CH:21]=[C:22]([N:26]3[CH2:30][CH2:29][CH2:28][C:27]3=[O:31])[CH:23]=[CH:24][CH:25]=2)=[N:12][CH:13]=1. (4) Given the reactants [NH2:1][C:2]1[C:11]2[CH:10]=[CH:9][C:8]([F:12])=[C:7](Br)[C:6]=2[N:5]=[C:4]2[CH2:14][N:15]([CH:18]3[CH2:20][CH2:19]3)[C:16](=[O:17])[C:3]=12.[F:21][C:22]1[C:27]([O:28][CH3:29])=[CH:26][CH:25]=[C:24]([F:30])[C:23]=1B(O)O, predict the reaction product. The product is: [NH2:1][C:2]1[C:11]2[CH:10]=[CH:9][C:8]([F:12])=[C:7]([C:23]3[C:24]([F:30])=[CH:25][CH:26]=[C:27]([O:28][CH3:29])[C:22]=3[F:21])[C:6]=2[N:5]=[C:4]2[CH2:14][N:15]([CH:18]3[CH2:20][CH2:19]3)[C:16](=[O:17])[C:3]=12. (5) The product is: [NH2:7][C:8]1[C:13]([CH2:14][OH:15])=[CH:12][N:11]=[C:10]([CH2:17][CH3:18])[N:9]=1. Given the reactants [H-].[H-].[H-].[H-].[Li+].[Al+3].[NH2:7][C:8]1[C:13]([C:14]([O-])=[O:15])=[CH:12][N:11]=[C:10]([CH2:17][CH3:18])[N:9]=1, predict the reaction product.